This data is from Full USPTO retrosynthesis dataset with 1.9M reactions from patents (1976-2016). The task is: Predict the reactants needed to synthesize the given product. (1) Given the product [C:2]([O:5][C:6](=[O:7])[NH:8][C@H:9]([C:16](=[O:18])[NH:26][CH2:25][CH2:24][C:23]1[CH:27]=[CH:28][C:20]([F:19])=[CH:21][CH:22]=1)[C:10]1[CH:11]=[CH:12][CH:13]=[CH:14][CH:15]=1)([CH3:1])([CH3:3])[CH3:4], predict the reactants needed to synthesize it. The reactants are: [CH3:1][C:2]([O:5][C:6]([NH:8][C@@H:9]([C:16]([OH:18])=O)[C:10]1[CH:15]=[CH:14][CH:13]=[CH:12][CH:11]=1)=[O:7])([CH3:4])[CH3:3].[F:19][C:20]1[CH:28]=[CH:27][C:23]([CH2:24][CH2:25][NH2:26])=[CH:22][CH:21]=1.C1CN([P+](Br)(N2CCCC2)N2CCCC2)CC1.F[P-](F)(F)(F)(F)F. (2) Given the product [F:28][C:24]1[CH:23]=[C:22]([NH:21][C:19](=[O:20])[CH2:18][C:16]2[NH:15][N:14]=[C:13]([NH:12][C:6]3[C:5]4[C:10](=[CH:11][CH:2]=[CH:3][CH:4]=4)[N:9]=[CH:8][N:7]=3)[CH:17]=2)[CH:27]=[CH:26][CH:25]=1, predict the reactants needed to synthesize it. The reactants are: Br[C:2]1[CH:11]=[C:10]2[C:5]([C:6]([NH:12][C:13]3[CH:17]=[C:16]([CH2:18][C:19]([NH:21][C:22]4[CH:27]=[CH:26][CH:25]=[C:24]([F:28])[CH:23]=4)=[O:20])[NH:15][N:14]=3)=[N:7][CH:8]=[N:9]2)=[CH:4][CH:3]=1. (3) Given the product [Cl:25][C:7]1[CH:8]=[C:9]2[C:14](=[CH:15][C:6]=1[C:3]([CH3:5])([CH3:4])[CH2:2][OH:1])[O:13][CH:12]([C:16]([F:18])([F:19])[F:17])[C:11]([C:20]([O:22][CH2:23][CH3:24])=[O:21])=[CH:10]2, predict the reactants needed to synthesize it. The reactants are: [OH:1][CH2:2][C:3]([C:6]1[CH:15]=[C:14]2[C:9]([CH:10]=[C:11]([C:20]([O:22][CH2:23][CH3:24])=[O:21])[CH:12]([C:16]([F:19])([F:18])[F:17])[O:13]2)=[CH:8][CH:7]=1)([CH3:5])[CH3:4].[Cl:25]Cl. (4) Given the product [NH:8]1[CH2:13][CH2:12][NH:11][CH2:10][C@@H:9]1[CH2:21][CH2:22][OH:23], predict the reactants needed to synthesize it. The reactants are: C([N:8]1[CH2:13][CH2:12][N:11](CC2C=CC=CC=2)[CH2:10][C@@H:9]1[CH2:21][CH2:22][OH:23])C1C=CC=CC=1.C([O-])=O.[NH4+]. (5) Given the product [Cl:24][C:25]1[CH:30]=[C:29]([C:2]2[CH:3]=[N:4][N:5]3[C:10]([C:11]4[CH:12]=[C:13]([NH:17][C:18](=[O:23])[CH2:19][CH:20]([CH3:22])[CH3:21])[CH:14]=[CH:15][CH:16]=4)=[CH:9][CH:8]=[N:7][C:6]=23)[CH:28]=[CH:27][CH:26]=1, predict the reactants needed to synthesize it. The reactants are: Br[C:2]1[CH:3]=[N:4][N:5]2[C:10]([C:11]3[CH:12]=[C:13]([NH:17][C:18](=[O:23])[CH2:19][CH:20]([CH3:22])[CH3:21])[CH:14]=[CH:15][CH:16]=3)=[CH:9][CH:8]=[N:7][C:6]=12.[Cl:24][C:25]1[CH:26]=[C:27](B(O)O)[CH:28]=[CH:29][CH:30]=1. (6) Given the product [F:10][C:11]1[CH:34]=[CH:33][C:14]([CH2:15][N:16]2[CH2:25][CH2:24][C:23]3[C:22]([C:26]([O:28][CH2:29][CH3:30])=[O:27])=[N:21][CH:20]=[C:19]([O:31][CH3:3])[C:18]=3[C:17]2=[O:32])=[CH:13][CH:12]=1, predict the reactants needed to synthesize it. The reactants are: CO.[CH3:3][Si](C=[N+]=[N-])(C)C.[F:10][C:11]1[CH:34]=[CH:33][C:14]([CH2:15][N:16]2[CH2:25][CH2:24][C:23]3[C:22]([C:26]([O:28][CH2:29][CH3:30])=[O:27])=[N:21][CH:20]=[C:19]([OH:31])[C:18]=3[C:17]2=[O:32])=[CH:13][CH:12]=1.C(O)(=O)C.